Dataset: Reaction yield outcomes from USPTO patents with 853,638 reactions. Task: Predict the reaction yield, written as a fraction of the theoretical maximum amount of product (1.0 means a 100% yield; for example, 0.34 means a 34% yield). The yield is 1.00. The catalyst is O1CCCC1.CN(C1C=CN=CC=1)C. The product is [O:14]=[C:11]([CH3:10])[CH2:12][C:13]([O:9][C@@H:7]([C:1]1[CH:6]=[CH:5][CH:4]=[CH:3][CH:2]=1)[CH3:8])=[O:15]. The reactants are [C:1]1([C@H:7]([OH:9])[CH3:8])[CH:6]=[CH:5][CH:4]=[CH:3][CH:2]=1.[CH2:10]=[C:11]1[O:14][C:13](=[O:15])[CH2:12]1.